From a dataset of Forward reaction prediction with 1.9M reactions from USPTO patents (1976-2016). Predict the product of the given reaction. The product is: [C:3]([O:7][C:8]([N:10]([CH2:37][C:38]1[CH:47]=[CH:46][C:41]2[O:42][CH2:43][CH2:44][O:45][C:40]=2[CH:39]=1)[CH:11]1[CH2:12][CH2:13][N:14]([CH2:17][CH2:18][N:19]2[C:28]3[C:23](=[C:24]([O:29][CH2:30][C:31]([OH:33])=[O:32])[CH:25]=[CH:26][CH:27]=3)[CH:22]=[CH:21][C:20]2=[O:36])[CH2:15][CH2:16]1)=[O:9])([CH3:6])([CH3:4])[CH3:5]. Given the reactants CO.[C:3]([O:7][C:8]([N:10]([CH2:37][C:38]1[CH:47]=[CH:46][C:41]2[O:42][CH2:43][CH2:44][O:45][C:40]=2[CH:39]=1)[CH:11]1[CH2:16][CH2:15][N:14]([CH2:17][CH2:18][N:19]2[C:28]3[C:23](=[C:24]([O:29][CH2:30][C:31]([O:33]CC)=[O:32])[CH:25]=[CH:26][CH:27]=3)[CH:22]=[CH:21][C:20]2=[O:36])[CH2:13][CH2:12]1)=[O:9])([CH3:6])([CH3:5])[CH3:4].[OH-].[Na+].Cl, predict the reaction product.